Dataset: Catalyst prediction with 721,799 reactions and 888 catalyst types from USPTO. Task: Predict which catalyst facilitates the given reaction. Reactant: [C:1]([O:5][C:6]([N:8]1[CH2:13][CH2:12][N:11]([CH:14]([C:17]2[CH:22]=[CH:21][CH:20]=[CH:19][C:18]=2[Cl:23])[CH2:15][NH2:16])[CH2:10][CH2:9]1)=[O:7])([CH3:4])([CH3:3])[CH3:2].[CH3:24][C:25](OC(C)=O)=[O:26]. Product: [C:1]([O:5][C:6]([N:8]1[CH2:13][CH2:12][N:11]([CH:14]([C:17]2[CH:22]=[CH:21][CH:20]=[CH:19][C:18]=2[Cl:23])[CH2:15][NH:16][C:25](=[O:26])[CH3:24])[CH2:10][CH2:9]1)=[O:7])([CH3:4])([CH3:2])[CH3:3]. The catalyst class is: 436.